Task: Predict which catalyst facilitates the given reaction.. Dataset: Catalyst prediction with 721,799 reactions and 888 catalyst types from USPTO (1) Reactant: [CH2:1](Cl)[C:2]1[CH:7]=[CH:6][CH:5]=[CH:4][CH:3]=1.[NH:9]1[CH2:13][CH:12]=[CH:11][CH2:10]1.CC(OC)(C)C. Product: [CH2:1]([N:9]1[CH2:13][CH:12]=[CH:11][CH2:10]1)[C:2]1[CH:7]=[CH:6][CH:5]=[CH:4][CH:3]=1. The catalyst class is: 10. (2) Reactant: [CH2:1]([N:3]1[C:7]([CH2:8][C:9]2[CH:14]=[CH:13][C:12]([CH2:15][N:16]3[CH:21]=[CH:20][CH:19]=[CH:18][C:17]3=[O:22])=[CH:11][CH:10]=2)=[C:6]([CH3:23])[CH:5]=[C:4]1[C:24]([O:26]CC)=[O:25])[CH3:2].[OH-].[Li+]. Product: [CH2:1]([N:3]1[C:7]([CH2:8][C:9]2[CH:10]=[CH:11][C:12]([CH2:15][N:16]3[CH:21]=[CH:20][CH:19]=[CH:18][C:17]3=[O:22])=[CH:13][CH:14]=2)=[C:6]([CH3:23])[CH:5]=[C:4]1[C:24]([OH:26])=[O:25])[CH3:2]. The catalyst class is: 87. (3) Reactant: [C:1]([C:3]1[S:7][C:6]([NH:8][C:9]2[N:14]=[C:13]([N:15]3[CH2:19][CH2:18][CH2:17][CH:16]3[C:20]3[CH:25]=[CH:24][C:23]([CH3:26])=[CH:22][CH:21]=3)[N:12]=[C:11]([C:27]([OH:29])=O)[CH:10]=2)=[N:5][CH:4]=1)#[N:2].C1CN([P+](ON2N=NC3C=CC=CC2=3)(N2CCCC2)N2CCCC2)CC1.F[P-](F)(F)(F)(F)F.CCN(C(C)C)C(C)C.[NH2:72][C@@H:73]([CH2:75][OH:76])[CH3:74]. Product: [C:1]([C:3]1[S:7][C:6]([NH:8][C:9]2[N:14]=[C:13]([N:15]3[CH2:19][CH2:18][CH2:17][CH:16]3[C:20]3[CH:25]=[CH:24][C:23]([CH3:26])=[CH:22][CH:21]=3)[N:12]=[C:11]([C:27]([NH:72][C@H:73]([CH3:74])[CH2:75][OH:76])=[O:29])[CH:10]=2)=[N:5][CH:4]=1)#[N:2]. The catalyst class is: 39. (4) Reactant: Br[C:2]1[CH:3]=[C:4]2[C:9](=[CH:10][CH:11]=1)[CH:8]=[N:7][CH:6]=[C:5]2[Cl:12].CC1(C)C2C(=C(P(C3C=CC=CC=3)C3C=CC=CC=3)C=CC=2)OC2C(P(C3C=CC=CC=3)C3C=CC=CC=3)=CC=CC1=2.P([O-])([O-])([O-])=O.[K+].[K+].[K+].[CH3:63][NH:64][S:65]([CH3:68])(=[O:67])=[O:66]. Product: [Cl:12][C:5]1[C:4]2[C:9](=[CH:10][CH:11]=[C:2]([N:64]([CH3:63])[S:65]([CH3:68])(=[O:67])=[O:66])[CH:3]=2)[CH:8]=[N:7][CH:6]=1. The catalyst class is: 101. (5) Reactant: P([O-])([O-])([O-])=O.[K+].[K+].[K+].Br[C:10]1[CH:20]=[CH:19][C:13]([C:14]([O:16][CH2:17][CH3:18])=[O:15])=[CH:12][CH:11]=1.[CH3:21][C:22]1[CH:27]=[CH:26][CH:25]=[C:24]([CH3:28])[C:23]=1[OH:29].C(P(C(C)(C)C)C1C=CC=CC=1C1C(C(C)C)=CC(C(C)C)=CC=1C(C)C)(C)(C)C. Product: [CH3:21][C:22]1[CH:27]=[CH:26][CH:25]=[C:24]([CH3:28])[C:23]=1[O:29][C:10]1[CH:20]=[CH:19][C:13]([C:14]([O:16][CH2:17][CH3:18])=[O:15])=[CH:12][CH:11]=1. The catalyst class is: 164. (6) The catalyst class is: 113. Reactant: [Br:1][C:2]1[CH:3]=[C:4]([NH2:8])[CH:5]=[CH:6][CH:7]=1.[C:9]([CH2:12][C:13]1([C:18](O)=[O:19])[CH2:17][CH2:16][S:15][CH2:14]1)(O)=[O:10].C(N1C=CN=C1)(N1C=CN=C1)=O. Product: [Br:1][C:2]1[CH:3]=[C:4]([N:8]2[C:9](=[O:10])[CH2:12][C:13]3([CH2:14][S:15][CH2:16][CH2:17]3)[C:18]2=[O:19])[CH:5]=[CH:6][CH:7]=1. (7) Reactant: [CH3:1][N:2]1[C:10]2[C:5](=[CH:6][CH:7]=[CH:8][CH:9]=2)[CH:4]=[C:3]1[C:11]([NH:13][C@H:14]([C:18]([NH:20][CH:21]([C:30](=[O:33])[CH2:31][F:32])[CH2:22][C:23]([O:25]C(C)(C)C)=[O:24])=[O:19])[CH:15]([CH3:17])[CH3:16])=[O:12].C1(OC)C=CC=CC=1.FC(F)(F)C(O)=O. Product: [CH3:1][N:2]1[C:10]2[C:5](=[CH:6][CH:7]=[CH:8][CH:9]=2)[CH:4]=[C:3]1[C:11]([NH:13][C@H:14]([C:18]([NH:20][CH:21]([C:30](=[O:33])[CH2:31][F:32])[CH2:22][C:23]([OH:25])=[O:24])=[O:19])[CH:15]([CH3:16])[CH3:17])=[O:12]. The catalyst class is: 2.